From a dataset of Forward reaction prediction with 1.9M reactions from USPTO patents (1976-2016). Predict the product of the given reaction. (1) Given the reactants [N:1]1[CH:6]=[CH:5][CH:4]=[CH:3][C:2]=1[CH2:7][CH2:8][NH:9][C:10](=[O:16])[O:11][C:12]([CH3:15])([CH3:14])[CH3:13].ClC1C=CC=C(C(OO)=[O:25])C=1, predict the reaction product. The product is: [N:1]1[CH:6]=[CH:5][CH:4]=[CH:3][C:2]=1[CH2:7][CH2:8][NH+:9]([O-:25])[C:10](=[O:16])[O:11][C:12]([CH3:13])([CH3:15])[CH3:14]. (2) Given the reactants [N-:1]=[N+:2]=[N-:3].[Na+].O.[F:6][C:7]([F:20])([F:19])[S:8](O[S:8]([C:7]([F:20])([F:19])[F:6])(=[O:10])=[O:9])(=[O:10])=[O:9].C(=O)([O-])O.[Na+], predict the reaction product. The product is: [F:6][C:7]([F:20])([F:19])[S:8]([N:1]=[N+:2]=[N-:3])(=[O:10])=[O:9].